Dataset: Peptide-MHC class II binding affinity with 134,281 pairs from IEDB. Task: Regression. Given a peptide amino acid sequence and an MHC pseudo amino acid sequence, predict their binding affinity value. This is MHC class II binding data. (1) The peptide sequence is ALRASADAYATAEAS. The MHC is HLA-DPA10201-DPB10501 with pseudo-sequence HLA-DPA10201-DPB10501. The binding affinity (normalized) is 0.0378. (2) The peptide sequence is TFYGSNPRGAAPDDH. The MHC is DRB1_1302 with pseudo-sequence DRB1_1302. The binding affinity (normalized) is 0.0570. (3) The peptide sequence is YTVDKSKPKVYQW. The MHC is DRB1_1301 with pseudo-sequence DRB1_1301. The binding affinity (normalized) is 0. (4) The peptide sequence is WLMDPPMLCRNKTKK. The MHC is DRB1_0101 with pseudo-sequence DRB1_0101. The binding affinity (normalized) is 0.652.